From a dataset of hERG potassium channel inhibition data for cardiac toxicity prediction from Karim et al.. Regression/Classification. Given a drug SMILES string, predict its toxicity properties. Task type varies by dataset: regression for continuous values (e.g., LD50, hERG inhibition percentage) or binary classification for toxic/non-toxic outcomes (e.g., AMES mutagenicity, cardiotoxicity, hepatotoxicity). Dataset: herg_karim. (1) The result is 0 (non-blocker). The compound is Brc1ccc2[nH]c3c(c2c1)CCCC3Nc1ccccc1. (2) The drug is C[NH2+][C@H]1CC[C@@H](c2ccc(Cl)c(Cl)c2)c2ccccc21. The result is 1 (blocker).